From a dataset of Full USPTO retrosynthesis dataset with 1.9M reactions from patents (1976-2016). Predict the reactants needed to synthesize the given product. (1) Given the product [Br:5][C:6]1[CH:13]=[CH:12][C:11]([N+:1]([O-:4])=[O:2])=[C:8]([CH:7]=1)[CH:9]=[O:10], predict the reactants needed to synthesize it. The reactants are: [N+:1]([O-:4])(O)=[O:2].[Br:5][C:6]1[CH:7]=[C:8]([CH:11]=[CH:12][CH:13]=1)[CH:9]=[O:10]. (2) Given the product [CH:6]1[C:7]2[CH2:8][C:9]3[C:11](=[CH:14][CH:15]=[CH:16][CH:10]=3)[C:12]=2[CH:13]=[C:4]([CH2:2][C:1]([OH:23])=[O:21])[CH:5]=1, predict the reactants needed to synthesize it. The reactants are: [CH3:1][C:2]([C:4]1[CH:5]=[CH:6][C:7]2[C:12]([CH:13]=1)=[C:11]1[CH2:14][CH2:15][CH2:16][C:10]1=[CH:9][CH:8]=2)=O.C[Mg]I.Cl.[OH-:21].[Na+].[OH2:23].